This data is from Reaction yield outcomes from USPTO patents with 853,638 reactions. The task is: Predict the reaction yield, written as a fraction of the theoretical maximum amount of product (1.0 means a 100% yield; for example, 0.34 means a 34% yield). (1) The reactants are C[O:2][C:3]1[CH:12]=[CH:11][C:10]2[NH:9][C:8](=[O:13])[C:7]3[S:14][CH:15]=[CH:16][C:6]=3[C:5]=2[C:4]=1[C:17]1[CH:22]=[CH:21][C:20]([CH:23]([CH2:26][CH3:27])[C:24]#[N:25])=[CH:19][CH:18]=1.B(Br)(Br)Br. The catalyst is C(Cl)Cl. The product is [OH:2][C:3]1[CH:12]=[CH:11][C:10]2[NH:9][C:8](=[O:13])[C:7]3[S:14][CH:15]=[CH:16][C:6]=3[C:5]=2[C:4]=1[C:17]1[CH:22]=[CH:21][C:20]([CH:23]([CH2:26][CH3:27])[C:24]#[N:25])=[CH:19][CH:18]=1. The yield is 0.0600. (2) The reactants are [Al+3].[Cl-].[Cl-].[Cl-].[C:5]1([NH:11][C:12](=[O:17])[CH:13]=[C:14]([CH3:16])[CH3:15])[CH:10]=[CH:9][CH:8]=[CH:7][CH:6]=1. The catalyst is C1C=CC=CC=1. The product is [CH3:16][C:14]1([CH3:15])[C:10]2[C:5](=[CH:6][CH:7]=[CH:8][CH:9]=2)[NH:11][C:12](=[O:17])[CH2:13]1. The yield is 0.860. (3) The reactants are [CH3:1][C:2]1[CH:7]=[CH:6][C:5]([C:8]([CH3:10])=[O:9])=[CH:4][CH:3]=1.[Al+3].[Cl-].[Cl-].[Cl-].[Br:15]Br. The product is [CH3:1][C:2]1[CH:7]=[CH:6][C:5]([C:8]([CH3:10])=[O:9])=[CH:4][C:3]=1[Br:15]. The catalyst is ClCCl. The yield is 0.930.